This data is from Full USPTO retrosynthesis dataset with 1.9M reactions from patents (1976-2016). The task is: Predict the reactants needed to synthesize the given product. (1) Given the product [F:20][C:21]1[CH:22]=[C:23]([CH2:28][C:29]([NH:1][N:2]2[N:11]=[C:10]([C:12]3[CH:17]=[CH:16][C:15]([F:18])=[CH:14][CH:13]=3)[C:9]3[C:4](=[CH:5][CH:6]=[CH:7][CH:8]=3)[C:3]2=[O:19])=[O:30])[CH:24]=[C:25]([F:27])[CH:26]=1, predict the reactants needed to synthesize it. The reactants are: [NH2:1][N:2]1[N:11]=[C:10]([C:12]2[CH:17]=[CH:16][C:15]([F:18])=[CH:14][CH:13]=2)[C:9]2[C:4](=[CH:5][CH:6]=[CH:7][CH:8]=2)[C:3]1=[O:19].[F:20][C:21]1[CH:22]=[C:23]([CH2:28][C:29](O)=[O:30])[CH:24]=[C:25]([F:27])[CH:26]=1. (2) Given the product [Cl:1][C:2]1[C:7]([O:8][CH3:9])=[CH:6][CH:5]=[CH:4][C:3]=1[CH2:10][CH2:11][C:12]1[S:52][C:39]([C:37]2[CH:36]=[CH:35][C:34]3[NH:30][CH:31]=[N:32][C:33]=3[CH:38]=2)=[N:41][N:42]=1, predict the reactants needed to synthesize it. The reactants are: [Cl:1][C:2]1[C:7]([O:8][CH3:9])=[CH:6][CH:5]=[CH:4][C:3]=1[CH2:10][CH2:11][C:12](O)=O.C1CCC(N=C=NC2CCCCC2)CC1.[N:30]1[C:34]2[CH:35]=[CH:36][C:37]([C:39]([NH:41][NH2:42])=O)=[CH:38][C:33]=2[NH:32][CH:31]=1.COC1C=CC(P2(SP(C3C=CC(OC)=CC=3)(=S)S2)=[S:52])=CC=1. (3) Given the product [F:1][C:2]1[CH:3]=[N:4][C:5]2[C:10]([C:11]=1[CH2:12][CH2:13][C:14]13[CH2:21][CH2:20][C:17]([NH2:22])([CH2:18][CH2:19]1)[CH2:16][O:15]3)=[CH:9][C:8]([O:30][CH3:31])=[CH:7][C:6]=2[F:33], predict the reactants needed to synthesize it. The reactants are: [F:1][C:2]1[CH:3]=[N:4][C:5]2[C:10]([C:11]=1[CH2:12][CH2:13][C:14]13[CH2:21][CH2:20][C:17]([NH:22]C(=O)OC(C)(C)C)([CH2:18][CH2:19]1)[CH2:16][O:15]3)=[CH:9][C:8]([O:30][CH3:31])=[CH:7][C:6]=2C.[F:33]C(F)(F)C(O)=O. (4) Given the product [Br:27][C:25]1[CH:26]=[C:21]([NH:1][C:2]2[N:3]=[CH:4][N:5]([CH:7]3[CH2:12][CH2:11][N:10]([C:13]([O:15][C:16]([CH3:19])([CH3:18])[CH3:17])=[O:14])[CH2:9][CH2:8]3)[CH:6]=2)[C:22](=[O:29])[N:23]([CH3:28])[CH:24]=1, predict the reactants needed to synthesize it. The reactants are: [NH2:1][C:2]1[N:3]=[CH:4][N:5]([CH:7]2[CH2:12][CH2:11][N:10]([C:13]([O:15][C:16]([CH3:19])([CH3:18])[CH3:17])=[O:14])[CH2:9][CH2:8]2)[CH:6]=1.Br[C:21]1[C:22](=[O:29])[N:23]([CH3:28])[CH:24]=[C:25]([Br:27])[CH:26]=1.CC1(C)C2C(=C(P(C3C=CC=CC=3)C3C=CC=CC=3)C=CC=2)OC2C(P(C3C=CC=CC=3)C3C=CC=CC=3)=CC=CC1=2.C([O-])([O-])=O.[Cs+].[Cs+]. (5) Given the product [NH2:16][C:10]1[O:11][CH2:12][C:13]([F:14])([F:15])[C@:8]([C:6]2[CH:7]=[C:2]([NH:1][C:27]([C:21]3[C:20]([Cl:19])=[CH:25][C:24]([F:26])=[CH:23][N:22]=3)=[O:28])[CH:3]=[CH:4][C:5]=2[F:18])([CH3:17])[N:9]=1, predict the reactants needed to synthesize it. The reactants are: [NH2:1][C:2]1[CH:3]=[CH:4][C:5]([F:18])=[C:6]([C@:8]2([CH3:17])[C:13]([F:15])([F:14])[CH2:12][O:11][C:10]([NH2:16])=[N:9]2)[CH:7]=1.[Cl:19][C:20]1[C:21]([C:27](O)=[O:28])=[N:22][CH:23]=[C:24]([F:26])[CH:25]=1. (6) Given the product [C:10]([O:9][C:4]1[CH:3]=[C:2]([NH2:83])[CH:7]=[C:6]([F:8])[CH:5]=1)([CH3:13])([CH3:12])[CH3:11], predict the reactants needed to synthesize it. The reactants are: Br[C:2]1[CH:7]=[C:6]([F:8])[CH:5]=[C:4]([O:9][C:10]([CH3:13])([CH3:12])[CH3:11])[CH:3]=1.C(C1C=CC=CC=1)(=O)C1C=CC=CC=1.C[O-].[Na+].C1(P(C2C=CC=CC=2)C2C=CC3C(=CC=CC=3)C=2C2C3C(=CC=CC=3)C=CC=2P(C2C=CC=CC=2)C2C=CC=CC=2)C=CC=CC=1.CC([O-])=O.[Na+].Cl.[NH2:83]O.